From a dataset of Catalyst prediction with 721,799 reactions and 888 catalyst types from USPTO. Predict which catalyst facilitates the given reaction. (1) Reactant: [CH3:1][O:2][N:3]=[C:4]1[CH2:8][N:7](C(OC(C)(C)C)=O)[C@H:6]([C:16]([O:18][CH3:19])=[O:17])[CH2:5]1. Product: [CH3:1][O:2][N:3]=[C:4]1[CH2:8][NH:7][C@H:6]([C:16]([O:18][CH3:19])=[O:17])[CH2:5]1. The catalyst class is: 2. (2) The catalyst class is: 56. Reactant: C([O:3][C:4]([C:6]1([CH2:19][CH2:20][NH:21][C:22]2[CH:27]=[N:26][C:25]([Br:28])=[CH:24][N:23]=2)[CH2:11][CH2:10][N:9]([C:12]([O:14][C:15]([CH3:18])([CH3:17])[CH3:16])=[O:13])[CH2:8][CH2:7]1)=O)C.CC(C)([O-])C.[K+]. Product: [C:15]([O:14][C:12]([N:9]1[CH2:10][CH2:11][C:6]2([C:4](=[O:3])[N:21]([C:22]3[CH:27]=[N:26][C:25]([Br:28])=[CH:24][N:23]=3)[CH2:20][CH2:19]2)[CH2:7][CH2:8]1)=[O:13])([CH3:17])([CH3:16])[CH3:18].